This data is from Reaction yield outcomes from USPTO patents with 853,638 reactions. The task is: Predict the reaction yield, written as a fraction of the theoretical maximum amount of product (1.0 means a 100% yield; for example, 0.34 means a 34% yield). (1) The reactants are [OH:1][CH:2]([CH2:35][OH:36])[CH2:3][NH:4][C:5]1[C:33]([CH3:34])=[CH:32][C:8]2[N:9]=[C:10]3[C:15]([N:16]([CH2:17][CH2:18][CH2:19][CH2:20][CH2:21][CH2:22][C:23]([O:25]C(C)(C)C)=[O:24])[C:7]=2[CH:6]=1)=[N:14][C:13](=[O:30])[NH:12][C:11]3=[O:31]. The catalyst is Cl. The product is [OH:1][CH:2]([CH2:35][OH:36])[CH2:3][NH:4][C:5]1[C:33]([CH3:34])=[CH:32][C:8]2[N:9]=[C:10]3[C:15]([N:16]([CH2:17][CH2:18][CH2:19][CH2:20][CH2:21][CH2:22][C:23]([OH:25])=[O:24])[C:7]=2[CH:6]=1)=[N:14][C:13](=[O:30])[NH:12][C:11]3=[O:31]. The yield is 0.720. (2) The reactants are [Br:1][C:2]1[CH:3]=[C:4]([S:10](Cl)(=[O:12])=[O:11])[CH:5]=[CH:6][C:7]=1[O:8][CH3:9].C(N(CC)CC)C.[C:21]([NH2:25])([CH3:24])([CH3:23])[CH3:22].C(O)(=O)CC(CC(O)=O)(C(O)=O)O. The catalyst is ClCCl. The product is [Br:1][C:2]1[CH:3]=[C:4]([S:10]([NH:25][C:21]([CH3:24])([CH3:23])[CH3:22])(=[O:12])=[O:11])[CH:5]=[CH:6][C:7]=1[O:8][CH3:9]. The yield is 0.770.